Task: Predict the reaction yield, written as a fraction of the theoretical maximum amount of product (1.0 means a 100% yield; for example, 0.34 means a 34% yield).. Dataset: Reaction yield outcomes from USPTO patents with 853,638 reactions (1) The reactants are [F:1][C:2]1[CH:10]=[C:9]2[C:5]([C:6]([C:12]3[N:17]=[C:16]4[C:18]([C:21]([NH:23][C:24]([CH3:43])([CH2:34][O:35][Si](C)(C)C(C)(C)C)[CH2:25][O:26][Si](C)(C)C(C)(C)C)=[O:22])=[CH:19][NH:20][C:15]4=[N:14][CH:13]=3)=[N:7][N:8]2[CH3:11])=[CH:4][CH:3]=1. The catalyst is Cl.O1CCOCC1. The product is [OH:26][CH2:25][C:24]([NH:23][C:21]([C:18]1[C:16]2=[N:17][C:12]([C:6]3[C:5]4[C:9](=[CH:10][C:2]([F:1])=[CH:3][CH:4]=4)[N:8]([CH3:11])[N:7]=3)=[CH:13][N:14]=[C:15]2[NH:20][CH:19]=1)=[O:22])([CH3:43])[CH2:34][OH:35]. The yield is 0.680. (2) The reactants are [CH3:1][O:2][C:3](=[O:16])[CH:4]=[CH:5][CH:6]=[CH:7][CH2:8][S:9][C:10]1[CH:15]=[CH:14][CH:13]=[CH:12][CH:11]=1.I([O-])(=O)(=O)=[O:18].[Na+]. The catalyst is CO.O.C(OCC)(=O)C. The product is [CH3:1][O:2][C:3](=[O:16])[CH:4]=[CH:5][CH:6]=[CH:7][CH2:8][S:9]([C:10]1[CH:15]=[CH:14][CH:13]=[CH:12][CH:11]=1)=[O:18]. The yield is 0.810. (3) The reactants are C[O:2][C:3](=[O:46])[CH2:4][CH2:5][NH:6][C@:7]12[CH2:42][CH2:41][C@@H:40]([C:43]([CH3:45])=[CH2:44])[C@@H:8]1[C@@H:9]1[C@@:22]([CH3:25])([CH2:23][CH2:24]2)[C@@:21]2([CH3:26])[C@@H:12]([C@:13]3([CH3:39])[C@@H:18]([CH2:19][CH2:20]2)[C:17]([CH3:28])([CH3:27])[C:16]([C:29]2[CH:38]=[CH:37][C:32]([C:33]([O:35]C)=[O:34])=[CH:31][CH:30]=2)=[CH:15][CH2:14]3)[CH2:11][CH2:10]1.[OH-].[Na+]. The catalyst is O1CCOCC1. The product is [C:3]([CH2:4][CH2:5][NH:6][C@:7]12[CH2:42][CH2:41][C@@H:40]([C:43]([CH3:45])=[CH2:44])[C@@H:8]1[C@@H:9]1[C@@:22]([CH3:25])([CH2:23][CH2:24]2)[C@@:21]2([CH3:26])[C@@H:12]([C@:13]3([CH3:39])[C@@H:18]([CH2:19][CH2:20]2)[C:17]([CH3:28])([CH3:27])[C:16]([C:29]2[CH:30]=[CH:31][C:32]([C:33]([OH:35])=[O:34])=[CH:37][CH:38]=2)=[CH:15][CH2:14]3)[CH2:11][CH2:10]1)([OH:46])=[O:2]. The yield is 0.330. (4) The reactants are [CH3:1][N:2]1[CH:6]=[C:5]([CH2:7][C:8]2[C:9](=[O:18])[N:10]=[C:11]([NH:14][N+:15]([O-:17])=[O:16])[NH:12][CH:13]=2)[CH:4]=[N:3]1.[CH3:19]CN(C(C)C)C(C)C.CI. The catalyst is C(Cl)(Cl)Cl. The product is [CH3:19][N:12]1[CH:13]=[C:8]([CH2:7][C:5]2[CH:4]=[N:3][N:2]([CH3:1])[CH:6]=2)[C:9](=[O:18])[N:10]=[C:11]1[NH:14][N+:15]([O-:17])=[O:16]. The yield is 0.195. (5) The reactants are O=[C:2]([CH3:5])[CH:3]=O.[F:6][C:7]1[CH:8]=[C:9]([NH2:14])[C:10]([NH2:13])=[CH:11][CH:12]=1. The catalyst is O. The product is [F:6][C:7]1[CH:8]=[C:9]2[C:10](=[CH:11][CH:12]=1)[N:13]=[C:2]([CH3:5])[CH:3]=[N:14]2. The yield is 0.800.